Dataset: Forward reaction prediction with 1.9M reactions from USPTO patents (1976-2016). Task: Predict the product of the given reaction. (1) Given the reactants [NH2:1][C:2]1[N:6]([C:7]2[CH:12]=[CH:11][CH:10]=[CH:9][CH:8]=2)[N:5]=[C:4]([O:13][CH2:14][C@@H:15]2[CH2:20][CH2:19][N:18]([C:21]([O:23][C:24]([CH3:27])([CH3:26])[CH3:25])=[O:22])[CH2:17][C@H:16]2[F:28])[C:3]=1[CH3:29].C1(C2C=CC([CH2:39][O:40]C)=CC=2CN)CC1.[CH3:44][O:45][CH2:46][C:47]1[CH:48]=[CH:49][C:50]([O:55][C:56]([F:59])([F:58])[F:57])=[C:51]([CH2:53][NH2:54])[CH:52]=1, predict the reaction product. The product is: [F:28][C@H:16]1[C@H:15]([CH2:14][O:13][C:4]2[C:3]([CH3:29])=[C:2]([NH:1][C:39]([NH:54][CH2:53][C:51]3[CH:52]=[C:47]([CH2:46][O:45][CH3:44])[CH:48]=[CH:49][C:50]=3[O:55][C:56]([F:57])([F:58])[F:59])=[O:40])[N:6]([C:7]3[CH:12]=[CH:11][CH:10]=[CH:9][CH:8]=3)[N:5]=2)[CH2:20][CH2:19][N:18]([C:21]([O:23][C:24]([CH3:25])([CH3:26])[CH3:27])=[O:22])[CH2:17]1. (2) Given the reactants [F:1][C:2]1[CH:3]=[C:4]([OH:12])[CH:5]=[C:6]([S:8]([CH3:11])(=[O:10])=[O:9])[CH:7]=1.[Br:13][CH2:14][CH2:15]Br.C(=O)([O-])[O-].[K+].[K+], predict the reaction product. The product is: [Br:13][CH2:14][CH2:15][O:12][C:4]1[CH:5]=[C:6]([S:8]([CH3:11])(=[O:9])=[O:10])[CH:7]=[C:2]([F:1])[CH:3]=1. (3) Given the reactants [CH:1]1[C:6](Cl)=[CH:5][C:4]2[C:8]([C:10]3[C:15]([NH:16][C:3]=2[CH:2]=1)=[CH:14][C:13]1[C:17]([C:19]2[CH:25]=[C:24](Cl)[CH:23]=[CH:22][C:20]=2[NH:21][C:12]=1[CH:11]=3)=[O:18])=[O:9].C=O.C1(S(O)(=O)=O)C2C(=CC=CC=2)C=CC=1.C1C=C2C(C3C(NC2=CC=1)=CC1C(C2C(NC=1C=3)=CC=CC=2)=O)=O.C=O.C1(S(O)(=O)=O)C2C(=CC=CC=2)C=CC=1, predict the reaction product. The product is: [CH:24]1[CH:25]=[C:19]2[C:17]([C:13]3[C:12]([NH:21][C:20]2=[CH:22][CH:23]=1)=[CH:11][C:10]1[C:8]([C:4]2[C:3]([NH:16][C:15]=1[CH:14]=3)=[CH:2][CH:1]=[CH:6][CH:5]=2)=[O:9])=[O:18]. (4) Given the reactants [Br:1][C:2]1[CH:9]=[C:8]([OH:10])[CH:7]=[C:6]([OH:11])[C:3]=1[CH:4]=[O:5].[CH2:12]1[CH2:17][O:16][CH:15]=[CH:14][CH2:13]1, predict the reaction product. The product is: [Br:1][C:2]1[CH:9]=[C:8]([O:10][CH:15]2[CH2:14][CH2:13][CH2:12][CH2:17][O:16]2)[CH:7]=[C:6]([OH:11])[C:3]=1[CH:4]=[O:5]. (5) Given the reactants [N:1]1([C:7]([CH:9]2[CH2:14][CH2:13][CH2:12][CH2:11][C:10]2=[O:15])=[O:8])[CH2:6][CH2:5][CH2:4][CH2:3][CH2:2]1.[Br:16]Br, predict the reaction product. The product is: [Br:16][CH:11]1[CH2:12][CH2:13][CH2:14][CH:9]([C:7]([N:1]2[CH2:6][CH2:5][CH2:4][CH2:3][CH2:2]2)=[O:8])[C:10]1=[O:15]. (6) Given the reactants [C:1]1([OH:11])[C:10]2[C:5](=[CH:6][CH:7]=[CH:8][CH:9]=2)[CH:4]=[CH:3][N:2]=1.[N+:12]([O-])([OH:14])=[O:13], predict the reaction product. The product is: [N+:12]([C:4]1[C:5]2[C:10](=[CH:9][CH:8]=[CH:7][CH:6]=2)[C:1]([OH:11])=[N:2][CH:3]=1)([O-:14])=[O:13].